This data is from Catalyst prediction with 721,799 reactions and 888 catalyst types from USPTO. The task is: Predict which catalyst facilitates the given reaction. (1) Reactant: [Cl:1][C:2]1[CH:3]=[C:4]([C:9]2[N:17]=[C:16]([CH3:18])[N:15]=[C:14]3[C:10]=2[N:11]=[CH:12][N:13]3[CH:19]2[CH2:24][CH2:23][CH2:22][CH2:21][O:20]2)[C:5](F)=[N:6][CH:7]=1.[O:25]1[CH2:30][CH2:29][CH2:28][CH2:27][CH:26]1[N:31]1[C:39]2[CH:38]=[CH:37][CH:36]=[C:35]([NH2:40])[C:34]=2[CH:33]=[N:32]1.[Li+].C[Si]([N-][Si](C)(C)C)(C)C. Product: [Cl:1][C:2]1[CH:3]=[C:4]([C:9]2[N:17]=[C:16]([CH3:18])[N:15]=[C:14]3[C:10]=2[N:11]=[CH:12][N:13]3[CH:19]2[CH2:24][CH2:23][CH2:22][CH2:21][O:20]2)[C:5]([NH:40][C:35]2[C:34]3[CH:33]=[N:32][N:31]([CH:26]4[CH2:27][CH2:28][CH2:29][CH2:30][O:25]4)[C:39]=3[CH:38]=[CH:37][CH:36]=2)=[N:6][CH:7]=1. The catalyst class is: 1. (2) Reactant: [CH3:1][O:2][C:3]1[CH:8]=[CH:7][C:6]([OH:9])=[CH:5][CH:4]=1.C1(P(C2C=CC=CC=2)C2C=CC=CC=2)C=CC=CC=1.[CH3:29][C@@H:30](O)[CH2:31][C@H:32]([OH:34])[CH3:33].COCCOC(N=NC(OCCOC)=O)=O. Product: [CH3:1][O:2][C:3]1[CH:8]=[CH:7][C:6]([O:9][C@@H:30]([CH3:29])[CH2:31][C@H:32]([OH:34])[CH3:33])=[CH:5][CH:4]=1.[CH3:1][O:2][C:3]1[CH:8]=[CH:7][C:6]([OH:9])=[CH:5][CH:4]=1. The catalyst class is: 20. (3) Reactant: CCN(CC)CC.[CH3:8][NH:9][C:10]1[CH:15]=[CH:14][CH:13]=[CH:12][CH:11]=1.[Cl:16][C:17](Cl)([O:19]C(=O)OC(Cl)(Cl)Cl)Cl. Product: [CH3:8][N:9]([C:10]1[CH:15]=[CH:14][CH:13]=[CH:12][CH:11]=1)[C:17]([Cl:16])=[O:19]. The catalyst class is: 11. (4) Reactant: [NH2:1][C:2]([C:6]1[CH:11]=[CH:10][C:9]([O:12][CH3:13])=[C:8]([F:14])[CH:7]=1)=[CH:3][C:4]#[N:5].C(N)(=[S:17])C.Cl. Product: [NH2:1][C:2]([C:6]1[CH:11]=[CH:10][C:9]([O:12][CH3:13])=[C:8]([F:14])[CH:7]=1)=[CH:3][C:4]([NH2:5])=[S:17]. The catalyst class is: 12. (5) Reactant: [Cl:1][C:2]1[C:7]([CH:8]=O)=[C:6]([Cl:10])[N:5]=[CH:4][N:3]=1.CC([O-])=O.[Na+].[NH2:16][OH:17].Cl. Product: [Cl:1][C:2]1[C:7]([CH:8]=[N:16][OH:17])=[C:6]([Cl:10])[N:5]=[CH:4][N:3]=1. The catalyst class is: 14. (6) Reactant: C[O:2][C:3]([C@@H:5]1[CH2:17][N:15]2[C:16]3[CH:8]([C@@H:9]([NH:19][C:20]([O:22][CH3:23])=[O:21])[CH2:10][C:11](=[O:18])[C:12]=3[CH:13]=[CH:14]2)[C:7](=[O:24])[CH2:6]1)=[O:4].CO.[OH-].[Na+].Cl. Product: [CH3:23][O:22][C:20]([NH:19][C@@H:9]1[CH:8]2[C:7](=[O:24])[CH2:6][C@H:5]([C:3]([OH:4])=[O:2])[CH2:17][N:15]3[C:16]2=[C:12]([CH:13]=[CH:14]3)[C:11](=[O:18])[CH2:10]1)=[O:21]. The catalyst class is: 6.